From a dataset of Full USPTO retrosynthesis dataset with 1.9M reactions from patents (1976-2016). Predict the reactants needed to synthesize the given product. (1) Given the product [C:21]1([CH2:27][O:28][CH2:29][CH2:30][CH2:31][O:7][C:8]2[CH:9]=[C:10]([CH:13]=[CH:14][CH:15]=2)[CH:11]=[O:12])[CH:26]=[CH:25][CH:24]=[CH:23][CH:22]=1, predict the reactants needed to synthesize it. The reactants are: C(=O)([O-])[O-].[K+].[K+].[OH:7][C:8]1[CH:9]=[C:10]([CH:13]=[CH:14][CH:15]=1)[CH:11]=[O:12].CN(C)C=O.[C:21]1([CH2:27][O:28][CH2:29][CH2:30][CH2:31]Cl)[CH:26]=[CH:25][CH:24]=[CH:23][CH:22]=1. (2) The reactants are: [CH2:1]([O:8][C:9]1[CH:14]=[CH:13][C:12]([OH:15])=[CH:11][CH:10]=1)[C:2]1[CH:7]=[CH:6][CH:5]=[CH:4][CH:3]=1.C1(=O)O[CH2:19][CH2:18][O:17]1.[I-].[Na+].[CH2:24](Cl)[C:25]1[CH:30]=[CH:29][CH:28]=[CH:27][CH:26]=1.[OH-].[Na+]. Given the product [CH2:24]([O:17][CH2:18][CH2:19][O:15][C:12]1[CH:11]=[CH:10][C:9]([O:8][CH2:1][C:2]2[CH:3]=[CH:4][CH:5]=[CH:6][CH:7]=2)=[CH:14][CH:13]=1)[C:25]1[CH:30]=[CH:29][CH:28]=[CH:27][CH:26]=1, predict the reactants needed to synthesize it. (3) Given the product [OH:25][C:3]12[C:14]3[C:19](=[CH:18][CH:17]=[CH:16][C:15]=3[N+:22]([O-:24])=[O:23])[C:20](=[O:21])[C:2]1([NH:1][C:26](=[O:30])[C:27](=[O:28])[CH3:29])[C:6]1[CH:7]=[CH:8][C:9]([CH:11]([CH3:12])[CH3:13])=[CH:10][C:5]=1[O:4]2, predict the reactants needed to synthesize it. The reactants are: [NH2:1][C:2]12[C:20](=[O:21])[C:19]3[C:14](=[C:15]([N+:22]([O-:24])=[O:23])[CH:16]=[CH:17][CH:18]=3)[C:3]1([OH:25])[O:4][C:5]1[CH:10]=[C:9]([CH:11]([CH3:13])[CH3:12])[CH:8]=[CH:7][C:6]=12.[C:26](O)(=[O:30])[C:27]([CH3:29])=[O:28].P(Cl)(Cl)(Cl)=O. (4) Given the product [C:20]([O:23][CH:24]([CH3:28])[C:25](=[O:27])[CH2:26][CH:1]([O:5][CH2:6][CH3:7])[O:8][CH2:9][CH3:10])(=[O:22])[CH3:21], predict the reactants needed to synthesize it. The reactants are: [CH:1]([O:8][CH2:9][CH3:10])([O:5][CH2:6][CH3:7])OCC.B(F)(F)F.CCOCC.[C:20]([O:23][C:24](C)([CH3:28])[C:25](=[O:27])[CH3:26])(=[O:22])[CH3:21].C(N(C(C)C)CC)(C)C.C([O-])(O)=O.[Na+]. (5) Given the product [O:4]1[C:12]2[CH:11]=[CH:10][N:9]=[C:8]([N:13]3[CH2:18][CH2:17][N:16]([CH2:19][CH2:20][C@H:21]4[CH2:26][CH2:25][C@H:24]([NH:27][C:33]([CH:29]5[CH2:30][CH2:31][CH2:32][O:28]5)=[O:34])[CH2:23][CH2:22]4)[CH2:15][CH2:14]3)[C:7]=2[CH2:6][CH2:5]1, predict the reactants needed to synthesize it. The reactants are: Cl.Cl.Cl.[O:4]1[C:12]2[CH:11]=[CH:10][N:9]=[C:8]([N:13]3[CH2:18][CH2:17][N:16]([CH2:19][CH2:20][C@H:21]4[CH2:26][CH2:25][C@H:24]([NH2:27])[CH2:23][CH2:22]4)[CH2:15][CH2:14]3)[C:7]=2[CH2:6][CH2:5]1.[O:28]1[CH2:32][CH2:31][CH2:30][CH:29]1[C:33](O)=[O:34]. (6) Given the product [F:1][C:2]([F:13])([F:12])[C:3]1[CH:4]=[C:5](/[CH:6]=[CH:9]/[C:10](=[O:18])/[CH:3]=[CH:4]/[C:5]2[CH:6]=[CH:17][C:15]([OH:16])=[C:14]([C:2]([F:1])([F:12])[F:13])[CH:8]=2)[CH:8]=[CH:9][C:10]=1[OH:11], predict the reactants needed to synthesize it. The reactants are: [F:1][C:2]([F:13])([F:12])[C:3]1[CH:4]=[C:5]([CH:8]=[CH:9][C:10]=1[OH:11])[CH:6]=O.[CH3:14][C:15]([CH3:17])=[O:16].[OH2:18]. (7) Given the product [C:25]([C:22]1[S:21][C:20]([NH:1][C:2]2[C:3]3[CH2:10][CH2:9][N:8]([CH2:11][C:12]([N:14]([CH3:16])[CH3:15])=[O:13])[C:4]=3[N:5]=[CH:6][N:7]=2)=[N:24][CH:23]=1)#[N:26], predict the reactants needed to synthesize it. The reactants are: [NH2:1][C:2]1[C:3]2[CH2:10][CH2:9][N:8]([CH2:11][C:12]([N:14]([CH3:16])[CH3:15])=[O:13])[C:4]=2[N:5]=[CH:6][N:7]=1.[H-].[Na+].Cl[C:20]1[S:21][C:22]([C:25]#[N:26])=[CH:23][N:24]=1.Cl. (8) Given the product [F:3][C:4]1[CH:9]=[CH:8][C:7]([C:10]2[C:11](=[O:32])[N:12]([CH3:33])[C:13]([CH2:22][CH2:23][CH2:24][CH2:25][C:26]3[CH:27]=[CH:28][CH:29]=[CH:30][CH:31]=3)=[N:14][C:15]=2[C:16]2[CH:17]=[CH:18][N:19]=[CH:20][CH:21]=2)=[CH:6][CH:5]=1, predict the reactants needed to synthesize it. The reactants are: CI.[F:3][C:4]1[CH:9]=[CH:8][C:7]([C:10]2[C:11](=[O:32])[NH:12][C:13]([CH2:22][CH2:23][CH2:24][CH2:25][C:26]3[CH:31]=[CH:30][CH:29]=[CH:28][CH:27]=3)=[N:14][C:15]=2[C:16]2[CH:21]=[CH:20][N:19]=[CH:18][CH:17]=2)=[CH:6][CH:5]=1.[C:33](=O)([O-])[O-].[K+].[K+]. (9) Given the product [CH2:18]([NH:20][C:14]([C:9]1[C:10]([CH3:13])=[C:11]([CH3:12])[C:6]2[N:7]([C:3]([NH2:2])=[N:4][N:5]=2)[N:8]=1)=[O:16])[CH3:19], predict the reactants needed to synthesize it. The reactants are: Cl.[NH2:2][C:3]1[N:7]2[N:8]=[C:9]([C:14]([O:16]C)=O)[C:10]([CH3:13])=[C:11]([CH3:12])[C:6]2=[N:5][N:4]=1.[CH2:18]([NH2:20])[CH3:19]. (10) Given the product [I:1][C:2]1[CH:8]=[CH:7][CH:6]=[CH:5][C:3]=1[NH:4][C:9](=[O:16])[C:10]1[CH:15]=[CH:14][CH:13]=[CH:12][CH:11]=1, predict the reactants needed to synthesize it. The reactants are: [I:1][C:2]1[CH:8]=[CH:7][CH:6]=[CH:5][C:3]=1[NH2:4].[C:9](Cl)(=[O:16])[C:10]1[CH:15]=[CH:14][CH:13]=[CH:12][CH:11]=1.